From a dataset of Full USPTO retrosynthesis dataset with 1.9M reactions from patents (1976-2016). Predict the reactants needed to synthesize the given product. (1) Given the product [OH:27][CH2:28][CH2:29][CH2:30][NH:31][C:21]([C@@H:13]1[CH2:14][C:15]2[C:20](=[CH:19][CH:18]=[CH:17][CH:16]=2)[N:12]1[C:10](=[O:11])[C@@H:9]([NH:8][C:6]([O:5][C:1]([CH3:2])([CH3:4])[CH3:3])=[O:7])[CH2:25][CH3:26])=[O:22], predict the reactants needed to synthesize it. The reactants are: [C:1]([O:5][C:6]([NH:8][C@@H:9]([CH2:25][CH3:26])[C:10]([N:12]1[C:20]2[C:15](=[CH:16][CH:17]=[CH:18][CH:19]=2)[CH2:14][C@H:13]1[C:21](OC)=[O:22])=[O:11])=[O:7])([CH3:4])([CH3:3])[CH3:2].[OH:27][CH2:28][CH2:29][CH2:30][NH2:31]. (2) The reactants are: [I-].[CH3:2][S+](C)(C)=O.[H-].[Na+].[F:9][C:10]1[CH:15]=[CH:14][CH:13]=[C:12]([F:16])[C:11]=1[C:17]([S:19]([C:22]1[CH2:26][C:25]([CH3:28])([CH3:27])[O:24][N:23]=1)(=[O:21])=[O:20])=[CH2:18]. Given the product [F:16][C:12]1[CH:13]=[CH:14][CH:15]=[C:10]([F:9])[C:11]=1[C:17]1([S:19]([C:22]2[CH2:26][C:25]([CH3:28])([CH3:27])[O:24][N:23]=2)(=[O:20])=[O:21])[CH2:2][CH2:18]1, predict the reactants needed to synthesize it. (3) Given the product [O:14]1[CH2:13][CH2:12][N:11]([C:10]2[C:5]3[S:4][C:3]([CH2:19][N:20]4[CH2:25][CH2:24][N:23]([S:26]([CH3:29])(=[O:28])=[O:27])[CH2:22][CH2:21]4)=[CH:2][C:6]=3[N:7]=[C:8]([C:35]3[CH:40]=[C:39]([NH2:41])[N:38]=[C:37]([NH2:45])[CH:36]=3)[N:9]=2)[CH2:16][CH2:15]1, predict the reactants needed to synthesize it. The reactants are: C[C:2]1[C:6]2[N:7]=[C:8](SC)[N:9]=[C:10]([N:11]3[CH2:16][CH2:15][O:14][CH2:13][CH2:12]3)[C:5]=2[S:4][C:3]=1[CH2:19][N:20]1[CH2:25][CH2:24][N:23]([S:26]([CH3:29])(=[O:28])=[O:27])[CH2:22][CH2:21]1.C([Sn](CCCC)(CCCC)[C:35]1[CH:40]=[C:39]([NH:41]C(=O)C)[N:38]=[C:37]([NH:45]C(=O)C)[CH:36]=1)CCC. (4) Given the product [Br:1][C:2]1[CH:3]=[C:4]2[C:12](=[CH:13][CH:14]=1)[NH:11][C:10]1[CH:9]([NH:15][C:23](=[O:24])[CH2:22][C:16]3[CH:21]=[CH:20][CH:19]=[CH:18][CH:17]=3)[CH2:8][CH2:7][CH2:6][C:5]2=1, predict the reactants needed to synthesize it. The reactants are: [Br:1][C:2]1[CH:3]=[C:4]2[C:12](=[CH:13][CH:14]=1)[NH:11][C:10]1[CH:9]([NH2:15])[CH2:8][CH2:7][CH2:6][C:5]2=1.[C:16]1([CH2:22][C:23](Cl)=[O:24])[CH:21]=[CH:20][CH:19]=[CH:18][CH:17]=1. (5) Given the product [Cl:23][C:20]1[CH:21]=[CH:22][C:17]([CH2:16][NH:15][C:40]([C:37]2[N:38]=[CH:39][NH:35][N:36]=2)=[O:42])=[C:18]([F:34])[C:19]=1[O:24][C:25]1[C:26]([C:9]#[N:11])=[CH:27][CH:30]=[C:31]([Cl:33])[CH:32]=1, predict the reactants needed to synthesize it. The reactants are: C(Cl)CCl.C1C=CC2N(O)N=[N:11][C:9]=2C=1.[NH2:15][CH2:16][C:17]1[C:18]([F:34])=[C:19]([O:24][C:25]2[CH:26]=[C:27]([CH:30]=[C:31]([Cl:33])[CH:32]=2)C#N)[C:20]([Cl:23])=[CH:21][CH:22]=1.[NH:35]1[CH:39]=[N:38][C:37]([C:40]([OH:42])=O)=[N:36]1. (6) Given the product [CH2:5]([C:8]1[C:16]2[O:15][N:14]=[C:13]([CH2:17][C:18]([CH3:21])([CH3:20])[CH3:19])[C:12]=2[CH:11]=[CH:10][C:9]=1[O:22][CH2:23][CH2:24][CH2:2][C:1]([OH:4])=[O:28])[CH2:6][CH3:7], predict the reactants needed to synthesize it. The reactants are: [CH2:1]([OH:4])[CH2:2]O.[CH2:5]([C:8]1[C:16]2[O:15][N:14]=[C:13]([CH2:17][C:18]([CH3:21])([CH3:20])[CH3:19])[C:12]=2[CH:11]=[CH:10][C:9]=1[O:22][CH2:23][CH2:24]CC#N)[CH2:6][CH3:7].[OH-:28].[Na+].Cl. (7) Given the product [Cl:1][C:2]1[C:8]([CH2:9][CH3:10])=[C:7]([Cl:11])[CH:6]=[CH:5][C:3]=1[NH2:4], predict the reactants needed to synthesize it. The reactants are: [Cl:1][C:2]1[C:8]([CH:9]=[CH2:10])=[C:7]([Cl:11])[CH:6]=[CH:5][C:3]=1[NH2:4]. (8) Given the product [C:4]([Si:1]([CH3:3])([CH3:2])[O:8][Si:14]([N:17]([CH3:18])[CH3:15])([CH3:22])[CH:13]=[CH2:12])([CH3:7])([CH3:6])[CH3:5], predict the reactants needed to synthesize it. The reactants are: [Si:1]([OH:8])([C:4]([CH3:7])([CH3:6])[CH3:5])([CH3:3])[CH3:2].ClC([CH:12]=[CH:13][SiH3:14])Cl.[CH2:15]([N:17](CC)[CH2:18]C)C.[CH3:22]NC.